This data is from Reaction yield outcomes from USPTO patents with 853,638 reactions. The task is: Predict the reaction yield, written as a fraction of the theoretical maximum amount of product (1.0 means a 100% yield; for example, 0.34 means a 34% yield). (1) The reactants are [Br:1][C:2]1[CH:3]=[C:4]([S:8][CH3:9])[CH:5]=[CH:6][CH:7]=1.ClC1C=C(C=CC=1)C(OO)=[O:15]. The catalyst is C(Cl)Cl. The product is [Br:1][C:2]1[CH:7]=[CH:6][CH:5]=[C:4]([S:8]([CH3:9])=[O:15])[CH:3]=1. The yield is 0.810. (2) The reactants are [Br:1][C:2]1[CH:3]=[C:4]([CH:9]=[CH:10][C:11]=1[OH:12])[C:5]([O:7][CH3:8])=[O:6].C(=O)([O-])[O-].[K+].[K+].[CH2:19](Br)[C:20]1[CH:25]=[CH:24][CH:23]=[CH:22][CH:21]=1. The catalyst is C(#N)C. The product is [CH2:19]([O:12][C:11]1[CH:10]=[CH:9][C:4]([C:5]([O:7][CH3:8])=[O:6])=[CH:3][C:2]=1[Br:1])[C:20]1[CH:25]=[CH:24][CH:23]=[CH:22][CH:21]=1. The yield is 0.750. (3) The reactants are CCN(C(C)C)C(C)C.[CH3:10][O:11][C:12]1[CH:17]=[CH:16][C:15]([CH2:18][SH:19])=[CH:14][CH:13]=1.Br[C:21]1[CH:26]=[C:25]([F:27])[CH:24]=[C:23]([CH:28]([F:30])[F:29])[CH:22]=1. The catalyst is O1CCOCC1.C1C=CC(/C=C/C(/C=C/C2C=CC=CC=2)=O)=CC=1.C1C=CC(/C=C/C(/C=C/C2C=CC=CC=2)=O)=CC=1.C1C=CC(/C=C/C(/C=C/C2C=CC=CC=2)=O)=CC=1.[Pd].[Pd].CC1(C)C2C(=C(P(C3C=CC=CC=3)C3C=CC=CC=3)C=CC=2)OC2C(P(C3C=CC=CC=3)C3C=CC=CC=3)=CC=CC1=2. The product is [F:29][CH:28]([F:30])[C:23]1[CH:22]=[C:21]([S:19][CH2:18][C:15]2[CH:16]=[CH:17][C:12]([O:11][CH3:10])=[CH:13][CH:14]=2)[CH:26]=[C:25]([F:27])[CH:24]=1. The yield is 0.740. (4) The catalyst is C1(C)C=CC=CC=1.C1(C)C=CC(S(O)(=O)=O)=CC=1. The product is [CH2:1]([O:3][C:4](=[O:12])[C:5]1[CH:10]=[CH:9][C:8]([N:11]=[CH:20][C:16]2[CH:17]=[N:18][CH:19]=[C:14]([Br:13])[CH:15]=2)=[CH:7][CH:6]=1)[CH3:2]. The reactants are [CH2:1]([O:3][C:4](=[O:12])[C:5]1[CH:10]=[CH:9][C:8]([NH2:11])=[CH:7][CH:6]=1)[CH3:2].[Br:13][C:14]1[CH:15]=[C:16]([CH:20]=O)[CH:17]=[N:18][CH:19]=1. The yield is 1.00.